Dataset: Peptide-MHC class I binding affinity with 185,985 pairs from IEDB/IMGT. Task: Regression. Given a peptide amino acid sequence and an MHC pseudo amino acid sequence, predict their binding affinity value. This is MHC class I binding data. The peptide sequence is KSINKVYGRY. The MHC is HLA-A33:01 with pseudo-sequence HLA-A33:01. The binding affinity (normalized) is 0.